This data is from Catalyst prediction with 721,799 reactions and 888 catalyst types from USPTO. The task is: Predict which catalyst facilitates the given reaction. The catalyst class is: 288. Reactant: [CH:1]([O:4][C:5]1[CH:13]=[C:12]2[C:8]([CH:9]=[CH:10][NH:11]2)=[CH:7][C:6]=1[O:14][C:15]1[CH:20]=[CH:19][N:18]=[C:17]([NH2:21])[CH:16]=1)([CH3:3])[CH3:2].[H-].[Na+].[CH3:24][NH:25][C:26](=O)[O:27]C1C=CC=CC=1.[Cl-].[NH4+]. Product: [NH2:21][C:17]1[CH:16]=[C:15]([O:14][C:6]2[CH:7]=[C:8]3[C:12](=[CH:13][C:5]=2[O:4][CH:1]([CH3:3])[CH3:2])[N:11]([C:26]([NH:25][CH3:24])=[O:27])[CH:10]=[CH:9]3)[CH:20]=[CH:19][N:18]=1.